This data is from Reaction yield outcomes from USPTO patents with 853,638 reactions. The task is: Predict the reaction yield, written as a fraction of the theoretical maximum amount of product (1.0 means a 100% yield; for example, 0.34 means a 34% yield). (1) The product is [F:21][C:20]([F:23])([F:22])[C:19]([N:9]1[CH2:10][CH:11]2[CH2:18][CH:7]([C:6]3[CH:5]=[C:4]([N+:1]([O-:3])=[O:2])[C:14]([OH:27])=[CH:13][C:12]=32)[CH2:8]1)=[O:24]. The yield is 0.700. The reactants are [N+:1]([C:4]1[C:14]([N+]([O-])=O)=[CH:13][C:12]2[CH:11]3[CH2:18][CH:7]([CH2:8][N:9]([C:19](=[O:24])[C:20]([F:23])([F:22])[F:21])[CH2:10]3)[C:6]=2[CH:5]=1)([O-:3])=[O:2].C([O-])(=[O:27])C.[K+]. The catalyst is CS(C)=O.O. (2) The reactants are [Cl:1][C:2]1[CH:7]=[CH:6][N:5]=[C:4]2[CH:8]=[C:9]([C:11]3[CH:23]=[CH:22][C:14]([CH2:15][N:16]4[CH2:20][CH2:19][C@H:18]([OH:21])[CH2:17]4)=[CH:13][CH:12]=3)[S:10][C:3]=12.[Si:24](OS(C(F)(F)F)(=O)=O)([C:27]([CH3:30])([CH3:29])[CH3:28])([CH3:26])[CH3:25].CCN(CC)CC.CO.CCOC(C)=O. The catalyst is C1COCC1. The product is [Si:24]([O:21][C@H:18]1[CH2:19][CH2:20][N:16]([CH2:15][C:14]2[CH:13]=[CH:12][C:11]([C:9]3[S:10][C:3]4[C:4](=[N:5][CH:6]=[CH:7][C:2]=4[Cl:1])[CH:8]=3)=[CH:23][CH:22]=2)[CH2:17]1)([C:27]([CH3:30])([CH3:29])[CH3:28])([CH3:26])[CH3:25]. The yield is 0.960.